From a dataset of Catalyst prediction with 721,799 reactions and 888 catalyst types from USPTO. Predict which catalyst facilitates the given reaction. (1) Reactant: [CH3:1][N:2]1[CH2:7][CH2:6][CH:5]([NH2:8])[CH2:4][CH2:3]1.[F:9][C:10]1[CH:11]=[C:12](B2OC(C)(C)C(C)(C)O2)[CH:13]=[CH:14][C:15]=1[N+:16]([O-:18])=[O:17]. Product: [F:9][C:10]1[CH:11]=[C:12]([NH:8][CH:5]2[CH2:6][CH2:7][N:2]([CH3:1])[CH2:3][CH2:4]2)[CH:13]=[CH:14][C:15]=1[N+:16]([O-:18])=[O:17]. The catalyst class is: 2. (2) Reactant: [CH3:1][O:2][C:3]([C:5]1[C:9]([C:10]([OH:12])=O)=[C:8]([CH3:13])[O:7][N:6]=1)=[O:4].C(N(C(C)C)CC)(C)C.CN(C(ON1N=NC2C=CC=CC1=2)=[N+](C)C)C.[B-](F)(F)(F)F.[F:45][C:46]1[CH:47]=[C:48]([CH:62]=[CH:63][CH:64]=1)[CH2:49][NH:50][C:51]([NH:53][C:54]1[S:55][CH:56]=[C:57]([CH2:59][NH:60][CH3:61])[N:58]=1)=[O:52]. Product: [F:45][C:46]1[CH:47]=[C:48]([CH:62]=[CH:63][CH:64]=1)[CH2:49][NH:50][C:51](=[O:52])[NH:53][C:54]1[S:55][CH:56]=[C:57]([CH2:59][N:60]([CH3:61])[C:10]([C:9]2[C:5]([C:3]([O:2][CH3:1])=[O:4])=[N:6][O:7][C:8]=2[CH3:13])=[O:12])[N:58]=1. The catalyst class is: 35.